This data is from Catalyst prediction with 721,799 reactions and 888 catalyst types from USPTO. The task is: Predict which catalyst facilitates the given reaction. (1) The catalyst class is: 14. Product: [C:38]([C:12]1[CH:11]=[N:10][N:9]2[CH:40]=[C:6]([C:4]([OH:5])=[O:3])[C:7]([CH3:41])=[C:8]2[C:13]=1[NH:14][C:15]1[CH:16]=[CH:17][C:18]([O:21][C:22]2[CH:27]=[CH:26][CH:25]=[CH:24][C:23]=2[O:28][C:29]([C:32](=[O:37])[NH:33][CH2:34][CH2:35][OH:36])([CH3:31])[CH3:30])=[CH:19][CH:20]=1)#[N:39]. Reactant: C([O:3][C:4]([C:6]1[C:7]([CH3:41])=[C:8]2[C:13]([NH:14][C:15]3[CH:20]=[CH:19][C:18]([O:21][C:22]4[CH:27]=[CH:26][CH:25]=[CH:24][C:23]=4[O:28][C:29]([C:32](=[O:37])[NH:33][CH2:34][CH2:35][OH:36])([CH3:31])[CH3:30])=[CH:17][CH:16]=3)=[C:12]([C:38]#[N:39])[CH:11]=[N:10][N:9]2[CH:40]=1)=[O:5])C.[OH-].[Na+].O. (2) Reactant: [NH2:1][C:2]1[CH:3]=[C:4]([CH:20]=[CH:21][C:22]=1[NH:23][CH2:24][CH:25]1[CH2:29][CH2:28][CH2:27][N:26]1[C:30](=[O:35])[C:31]([F:34])([F:33])[F:32])[CH2:5][N:6]([C@H:14]([C:16]([CH3:19])([CH3:18])[CH3:17])[CH3:15])[C:7](=[O:13])[O:8][C:9]([CH3:12])([CH3:11])[CH3:10].[N:36]#[C:37]Br. Product: [CH3:19][C:16]([CH3:18])([CH3:17])[C@@H:14]([N:6]([CH2:5][C:4]1[CH:20]=[CH:21][C:22]2[N:23]([CH2:24][CH:25]3[CH2:29][CH2:28][CH2:27][N:26]3[C:30](=[O:35])[C:31]([F:34])([F:32])[F:33])[C:37](=[NH:36])[NH:1][C:2]=2[CH:3]=1)[C:7](=[O:13])[O:8][C:9]([CH3:10])([CH3:11])[CH3:12])[CH3:15]. The catalyst class is: 8.